From a dataset of Reaction yield outcomes from USPTO patents with 853,638 reactions. Predict the reaction yield, written as a fraction of the theoretical maximum amount of product (1.0 means a 100% yield; for example, 0.34 means a 34% yield). (1) The reactants are [CH2:1]([C:5]1[C:13]2[CH2:12][CH2:11][CH2:10][CH2:9][C:8]=2[N:7]([CH2:14][C:15]2[CH:23]=[CH:22][C:18]([C:19](O)=[O:20])=[CH:17][CH:16]=2)[N:6]=1)[CH2:2][CH2:3][CH3:4].[NH:24]1[CH2:28][CH2:27][CH2:26][CH2:25]1.CCN=C=NCCCN(C)C.C1C=CC2N(O)N=NC=2C=1.CCN(C(C)C)C(C)C. The catalyst is C(Cl)Cl. The product is [CH2:1]([C:5]1[C:13]2[CH2:12][CH2:11][CH2:10][CH2:9][C:8]=2[N:7]([CH2:14][C:15]2[CH:16]=[CH:17][C:18]([C:19]([N:24]3[CH2:28][CH2:27][CH2:26][CH2:25]3)=[O:20])=[CH:22][CH:23]=2)[N:6]=1)[CH2:2][CH2:3][CH3:4]. The yield is 0.680. (2) The reactants are [NH2:1][C:2]1[CH:3]=[C:4]([OH:11])[C:5](=[CH:9][CH:10]=1)[C:6]([OH:8])=[O:7].[Br:12][C:13]1[S:17][C:16]([S:18](Cl)(=[O:20])=[O:19])=[CH:15][CH:14]=1.CCOC(C)=O. The catalyst is O1CCOCC1. The product is [Br:12][C:13]1[S:17][C:16]([S:18]([NH:1][C:2]2[CH:10]=[CH:9][C:5]([C:6]([OH:8])=[O:7])=[C:4]([OH:11])[CH:3]=2)(=[O:20])=[O:19])=[CH:15][CH:14]=1. The yield is 0.450. (3) The reactants are [F:1][C:2]1[CH:3]=[C:4]([CH:22]=[C:23]([F:25])[CH:24]=1)[C:5]([O:7][C:8]12[CH2:14][C:11]([CH2:15][CH2:16]C(=O)C=[N+]=[N-])([CH2:12][CH2:13]1)[CH2:10][CH2:9]2)=[O:6]. The catalyst is C1COCC1.O.[N+]([O-])([O-])=O.[Ag+]. The product is [F:1][C:2]1[CH:3]=[C:4]([CH:22]=[C:23]([F:25])[CH:24]=1)[C:5]([O:7][C:8]12[CH2:14][C:11]([CH2:15][CH2:16][CH2:4][C:5]([OH:7])=[O:6])([CH2:10][CH2:9]1)[CH2:12][CH2:13]2)=[O:6]. The yield is 1.00. (4) The catalyst is ClCCl. The yield is 0.810. The reactants are [CH3:1][O:2][C:3]1[CH:4]=[C:5]([CH:7]=[CH:8][C:9]=1[C:10]1[CH:11]=[N:12][N:13]([CH3:15])[CH:14]=1)[NH2:6].[C:16](N1C=CC=CC1=O)(N1C=CC=CC1=O)=[S:17]. The product is [N:6]([C:5]1[CH:7]=[CH:8][C:9]([C:10]2[CH:11]=[N:12][N:13]([CH3:15])[CH:14]=2)=[C:3]([O:2][CH3:1])[CH:4]=1)=[C:16]=[S:17]. (5) The reactants are [Cl:1][C:2]1[CH:7]=[CH:6][C:5]([CH2:8][OH:9])=[CH:4][C:3]=1[S:10]([NH2:13])(=[O:12])=[O:11]. The catalyst is CC(C)=O.O=[Mn]=O. The product is [Cl:1][C:2]1[CH:7]=[CH:6][C:5]([CH:8]=[O:9])=[CH:4][C:3]=1[S:10]([NH2:13])(=[O:12])=[O:11]. The yield is 0.640. (6) The reactants are [Cl:1][C:2]1[CH:11]=[C:10]([O:12][CH2:13][CH3:14])[C:9]([N:15]2[CH:19]=[CH:18][CH:17]=[N:16]2)=[CH:8][C:3]=1[C:4](OC)=[O:5].[NH3:20]. No catalyst specified. The product is [Cl:1][C:2]1[CH:11]=[C:10]([O:12][CH2:13][CH3:14])[C:9]([N:15]2[CH:19]=[CH:18][CH:17]=[N:16]2)=[CH:8][C:3]=1[C:4]([NH2:20])=[O:5]. The yield is 0.750. (7) The reactants are [F:1][C:2]1[CH:3]=[C:4]([CH:16]=[CH:17][C:18]=1[F:19])[CH2:5][C:6]1[CH:7]=[C:8]([CH:13]=[CH:14][N:15]=1)[C:9]([O:11][CH3:12])=[O:10]. The catalyst is C(O)(=O)C.[Pt](=O)=O. The product is [F:1][C:2]1[CH:3]=[C:4]([CH:16]=[CH:17][C:18]=1[F:19])[CH2:5][CH:6]1[CH2:7][CH:8]([C:9]([O:11][CH3:12])=[O:10])[CH2:13][CH2:14][NH:15]1. The yield is 1.03. (8) The reactants are [C:1]1([S:7](Cl)(=[O:9])=[O:8])[CH:6]=[CH:5][CH:4]=[CH:3][CH:2]=1.[NH3:11]. No catalyst specified. The product is [C:1]1([S:7]([NH2:11])(=[O:9])=[O:8])[CH:6]=[CH:5][CH:4]=[CH:3][CH:2]=1. The yield is 0.960. (9) The reactants are C[O:2][C:3](=[O:25])[CH:4]([C:11]1[CH:16]=[CH:15][C:14]([S:17]([CH3:20])(=[O:19])=[O:18])=[C:13]([C:21]([F:24])([F:23])[F:22])[CH:12]=1)[CH2:5][CH:6]1[CH2:10][CH2:9][CH2:8][CH2:7]1.[OH-].[Li+]. The catalyst is O1CCCC1.O. The product is [CH:6]1([CH2:5][CH:4]([C:11]2[CH:16]=[CH:15][C:14]([S:17]([CH3:20])(=[O:19])=[O:18])=[C:13]([C:21]([F:24])([F:22])[F:23])[CH:12]=2)[C:3]([OH:25])=[O:2])[CH2:10][CH2:9][CH2:8][CH2:7]1. The yield is 0.845. (10) The reactants are Cl[C:2]1[C:7]2=[CH:8][N:9]([C:11]3[C:18]([F:19])=[CH:17][CH:16]=[CH:15][C:12]=3[C:13]#[N:14])[N:10]=[C:6]2[C:5]([F:20])=[CH:4][N:3]=1.[Br:21][Si](C)(C)C. The catalyst is C(#N)CC. The product is [Br:21][C:2]1[C:7]2=[CH:8][N:9]([C:11]3[C:18]([F:19])=[CH:17][CH:16]=[CH:15][C:12]=3[C:13]#[N:14])[N:10]=[C:6]2[C:5]([F:20])=[CH:4][N:3]=1. The yield is 1.00.